From a dataset of Catalyst prediction with 721,799 reactions and 888 catalyst types from USPTO. Predict which catalyst facilitates the given reaction. The catalyst class is: 43. Product: [NH2:2][C:5]1[CH:10]=[C:9]([O:11][C:12]2[CH:17]=[CH:16][CH:15]=[CH:14][CH:13]=2)[CH:8]=[CH:7][C:6]=1[OH:18]. Reactant: O.[N+:2]([C:5]1[CH:10]=[C:9]([O:11][C:12]2[CH:17]=[CH:16][CH:15]=[CH:14][CH:13]=2)[CH:8]=[CH:7][C:6]=1[OH:18])([O-])=O.